This data is from Full USPTO retrosynthesis dataset with 1.9M reactions from patents (1976-2016). The task is: Predict the reactants needed to synthesize the given product. (1) Given the product [CH2:26]([O:28][C:29]([C:31]1([C:34]2[CH:39]=[CH:38][C:37]([C:2]3[CH:7]=[CH:6][C:5]([C:8]4[O:12][N:11]=[C:10]([CH3:13])[C:9]=4[C@H:14]([OH:25])[CH2:15][S:16]([CH2:18][C:19]4[CH:24]=[CH:23][CH:22]=[CH:21][CH:20]=4)=[O:17])=[CH:4][CH:3]=3)=[CH:36][CH:35]=2)[CH2:32][CH2:33]1)=[O:30])[CH3:27], predict the reactants needed to synthesize it. The reactants are: Br[C:2]1[CH:7]=[CH:6][C:5]([C:8]2[O:12][N:11]=[C:10]([CH3:13])[C:9]=2[C@H:14]([OH:25])[CH2:15][S:16]([CH2:18][C:19]2[CH:24]=[CH:23][CH:22]=[CH:21][CH:20]=2)=[O:17])=[CH:4][CH:3]=1.[CH2:26]([O:28][C:29]([C:31]1([C:34]2[CH:39]=[CH:38][C:37](B3OC(C)(C)C(C)(C)O3)=[CH:36][CH:35]=2)[CH2:33][CH2:32]1)=[O:30])[CH3:27]. (2) Given the product [C:1]([C:5]1[C:10]([Cl:11])=[CH:9][C:8]([C:12]2[N:13]([C:31]([N:40]3[CH2:41][CH2:42][NH:37][C:38](=[O:43])[CH2:39]3)=[O:32])[C@H:14]([C:24]3[CH:25]=[CH:26][C:27]([Cl:30])=[CH:28][CH:29]=3)[C@H:15]([C:17]3[CH:18]=[CH:19][C:20]([Cl:23])=[CH:21][CH:22]=3)[N:16]=2)=[C:7]([O:34][CH2:35][CH3:36])[CH:6]=1)([CH3:4])([CH3:2])[CH3:3], predict the reactants needed to synthesize it. The reactants are: [C:1]([C:5]1[C:10]([Cl:11])=[CH:9][C:8]([C:12]2[N:13]([C:31](Cl)=[O:32])[C@H:14]([C:24]3[CH:29]=[CH:28][C:27]([Cl:30])=[CH:26][CH:25]=3)[C@H:15]([C:17]3[CH:22]=[CH:21][C:20]([Cl:23])=[CH:19][CH:18]=3)[N:16]=2)=[C:7]([O:34][CH2:35][CH3:36])[CH:6]=1)([CH3:4])([CH3:3])[CH3:2].[NH:37]1[CH2:42][CH2:41][NH:40][CH2:39][C:38]1=[O:43]. (3) Given the product [CH:1]1([CH2:7][NH:8][C:9]2[O:10][C:11]3[CH:17]=[C:16]([O:18][C:19]4[CH:24]=[CH:23][N:22]=[C:21]([C:25]5[O:26][CH:30]=[N:28][N:27]=5)[CH:20]=4)[CH:15]=[CH:14][C:12]=3[N:13]=2)[CH2:2][CH2:3][CH2:4][CH2:5][CH2:6]1, predict the reactants needed to synthesize it. The reactants are: [CH:1]1([CH2:7][NH:8][C:9]2[O:10][C:11]3[CH:17]=[C:16]([O:18][C:19]4[CH:24]=[CH:23][N:22]=[C:21]([C:25]([NH:27][NH2:28])=[O:26])[CH:20]=4)[CH:15]=[CH:14][C:12]=3[N:13]=2)[CH2:6][CH2:5][CH2:4][CH2:3][CH2:2]1.Cl.[CH:30](OC)(OC)OC. (4) Given the product [F:33][C:30]1[CH:29]=[CH:28][C:27]([NH:26][C:24](=[O:25])[NH:23][C:20]2[CH:19]=[CH:18][C:17]([C:14]3[CH:13]=[C:12]([C:10]([NH:9][C@@H:4]([CH2:5][CH:6]([CH3:7])[CH3:8])[C:3]([OH:34])=[O:2])=[O:11])[O:16][N:15]=3)=[CH:22][CH:21]=2)=[CH:32][CH:31]=1, predict the reactants needed to synthesize it. The reactants are: C[O:2][C:3](=[O:34])[C@@H:4]([NH:9][C:10]([C:12]1[O:16][N:15]=[C:14]([C:17]2[CH:22]=[CH:21][C:20]([NH:23][C:24]([NH:26][C:27]3[CH:32]=[CH:31][C:30]([F:33])=[CH:29][CH:28]=3)=[O:25])=[CH:19][CH:18]=2)[CH:13]=1)=[O:11])[CH2:5][CH:6]([CH3:8])[CH3:7].[K+].[Br-].